Task: Predict which catalyst facilitates the given reaction.. Dataset: Catalyst prediction with 721,799 reactions and 888 catalyst types from USPTO (1) Reactant: [Cl:1][S:2]([OH:5])(=O)=[O:3].[Cl:6][C:7]1[CH:12]=[CH:11][C:10]([CH3:13])=[CH:9][C:8]=1[OH:14]. Product: [Cl:6][C:7]1[C:8]([OH:14])=[CH:9][C:10]([CH3:13])=[C:11]([S:2]([Cl:1])(=[O:5])=[O:3])[CH:12]=1. The catalyst class is: 4. (2) Reactant: [O:1]1[CH2:6][CH2:5][CH2:4][CH:3]([C:7]([OH:9])=[O:8])[CH2:2]1.C(Cl)(=O)C(Cl)=O.[CH2:16](O)[C:17]1[CH:22]=[CH:21][CH:20]=[CH:19][CH:18]=1. Product: [CH2:16]([O:8][C:7]([CH:3]1[CH2:4][CH2:5][CH2:6][O:1][CH2:2]1)=[O:9])[C:17]1[CH:22]=[CH:21][CH:20]=[CH:19][CH:18]=1. The catalyst class is: 120. (3) Reactant: Br[C:2]1[C:7]2=[CH:8][N:9]([C:11]3[C:18]([Cl:19])=[CH:17][C:16]([CH:20]=[CH2:21])=[CH:15][C:12]=3[C:13]#[N:14])[N:10]=[C:6]2[C:5]([F:22])=[CH:4][N:3]=1.[CH3:23][C:24]1[N:29]=[CH:28][N:27]=[C:26]([NH2:30])[CH:25]=1.CC1(C)C2C(=C(P(C3C=CC=CC=3)C3C=CC=CC=3)C=CC=2)OC2C(P(C3C=CC=CC=3)C3C=CC=CC=3)=CC=CC1=2.C(=O)([O-])[O-].[Cs+].[Cs+]. Product: [Cl:19][C:18]1[C:11]([N:9]2[CH:8]=[C:7]3[C:2]([NH:30][C:26]4[CH:25]=[C:24]([CH3:23])[N:29]=[CH:28][N:27]=4)=[N:3][CH:4]=[C:5]([F:22])[C:6]3=[N:10]2)=[C:12]([CH:15]=[C:16]([CH:20]=[CH2:21])[CH:17]=1)[C:13]#[N:14]. The catalyst class is: 62. (4) Reactant: [C:1]([O:5][C:6]([NH:8][CH:9]([C:13]1[S:14][CH:15]=[CH:16][CH:17]=1)[C:10]([OH:12])=[O:11])=[O:7])([CH3:4])([CH3:3])[CH3:2].[N:18]12[CH2:25][CH2:24][CH:21]([CH2:22][CH2:23]1)[C@@H:20](O)[CH2:19]2.C1CCC(N=C=NC2CCCCC2)CC1.C1C=CC2N(O)N=NC=2C=1. Product: [C:1]([O:5][C:6]([NH:8][CH:9]([C:13]1[S:14][CH:15]=[CH:16][CH:17]=1)[C:10]([O:12][C@@H:20]1[CH:21]2[CH2:24][CH2:25][N:18]([CH2:23][CH2:22]2)[CH2:19]1)=[O:11])=[O:7])([CH3:4])([CH3:2])[CH3:3]. The catalyst class is: 1. (5) Product: [I:21][C:18]1[CH:19]=[CH:20][C:15]([C:13]2[N:14]=[C:10]([C@H:8]([N:7]3[CH2:2][CH2:3][CH2:4][C:5]3=[O:6])[CH3:9])[N:11]([CH3:22])[CH:12]=2)=[CH:16][CH:17]=1. The catalyst class is: 6. Reactant: Cl[CH2:2][CH2:3][CH2:4][C:5]([NH:7][C@@H:8]([C:10]1[N:11]([CH3:22])[CH:12]=[C:13]([C:15]2[CH:20]=[CH:19][C:18]([I:21])=[CH:17][CH:16]=2)[N:14]=1)[CH3:9])=[O:6].C1COCC1.CC(C)([O-])C.[K+].CCOC(C)=O.